This data is from Catalyst prediction with 721,799 reactions and 888 catalyst types from USPTO. The task is: Predict which catalyst facilitates the given reaction. (1) Reactant: Br[C:2]1[CH:7]=[CH:6][C:5]([C:8]([F:11])([F:10])[F:9])=[CH:4][C:3]=1[NH:12][C:13](=[O:19])[O:14][C:15]([CH3:18])([CH3:17])[CH3:16].[CH3:20][C:21]1([CH3:37])[C:25]([CH3:27])([CH3:26])[O:24][B:23]([B:23]2[O:24][C:25]([CH3:27])([CH3:26])[C:21]([CH3:37])([CH3:20])[O:22]2)[O:22]1.C([O-])(=O)C.[Na+]. Product: [CH3:20][C:21]1([CH3:37])[C:25]([CH3:27])([CH3:26])[O:24][B:23]([C:2]2[CH:7]=[CH:6][C:5]([C:8]([F:11])([F:10])[F:9])=[CH:4][C:3]=2[NH:12][C:13](=[O:19])[O:14][C:15]([CH3:18])([CH3:17])[CH3:16])[O:22]1. The catalyst class is: 440. (2) Reactant: [OH:1][CH2:2][CH2:3][O:4][CH2:5][C:6]([NH:9]C(=O)OC(C)(C)C)([CH3:8])[CH3:7].[ClH:17]. Product: [ClH:17].[NH2:9][C:6]([CH3:8])([CH3:7])[CH2:5][O:4][CH2:3][CH2:2][OH:1]. The catalyst class is: 8. (3) Reactant: [NH2:1][CH2:2][C:3]1[CH:28]=[CH:27][CH:26]=[CH:25][C:4]=1[CH2:5][O:6][C:7]1[N:12]=[CH:11][N:10]([CH2:13][C:14]2[CH:19]=[CH:18][C:17]([O:20][CH3:21])=[CH:16][CH:15]=2)[C:9](=[O:22])[C:8]=1[CH2:23][CH3:24].C(N(CC)CC)C.[C:36]([C:40]1[CH:44]=[C:43]([NH:45][C:46](=O)[O:47]C2C=CC([N+]([O-])=O)=CC=2)[N:42]([C:58]2[CH:63]=[CH:62][C:61]([CH3:64])=[CH:60][CH:59]=2)[N:41]=1)([CH3:39])([CH3:38])[CH3:37].BrC1C(=O)N(CC2C=CC(OC)=CC=2)C(C)=CC=1OCC1C=CC=CC=1CNC(NC1N(C2C=CC(C)=CC=2)N=C(C(C)(C)C)C=1)=O. Product: [C:36]([C:40]1[CH:44]=[C:43]([NH:45][C:46]([NH:1][CH2:2][C:3]2[CH:28]=[CH:27][CH:26]=[CH:25][C:4]=2[CH2:5][O:6][C:7]2[N:12]=[CH:11][N:10]([CH2:13][C:14]3[CH:19]=[CH:18][C:17]([O:20][CH3:21])=[CH:16][CH:15]=3)[C:9](=[O:22])[C:8]=2[CH2:23][CH3:24])=[O:47])[N:42]([C:58]2[CH:63]=[CH:62][C:61]([CH3:64])=[CH:60][CH:59]=2)[N:41]=1)([CH3:39])([CH3:38])[CH3:37]. The catalyst class is: 2. (4) Reactant: [O:1]=[S:2]1(=[O:25])[CH2:7][CH:6]=[C:5]([C:8]2[CH:13]=[CH:12][C:11]([N:14]3[CH2:18][C@H:17]([CH2:19][N:20]=[N+]=[N-])[O:16][C:15]3=[O:23])=[CH:10][C:9]=2[F:24])[CH2:4][CH2:3]1.C1(P(C2C=CC=CC=2)C2C=CC=CC=2)C=CC=CC=1. Product: [O:25]=[S:2]1(=[O:1])[CH2:3][CH:4]=[C:5]([C:8]2[CH:13]=[CH:12][C:11]([N:14]3[CH2:18][C@H:17]([CH2:19][NH2:20])[O:16][C:15]3=[O:23])=[CH:10][C:9]=2[F:24])[CH2:6][CH2:7]1. The catalyst class is: 47. (5) Reactant: [CH:1]([C:4]1[N:5]=[C:6]([C:9]([OH:11])=O)[O:7][CH:8]=1)([CH3:3])[CH3:2].CN(C(ON1N=NC2C=CC=NC1=2)=[N+](C)C)C.F[P-](F)(F)(F)(F)F.C([O:38][C:39](=[O:62])[C@H:40]([N:59]=[N+]=[N-])[CH2:41][C@H:42]([NH2:58])[CH2:43][C:44]1[CH:49]=[CH:48][C:47]([C:50]2[CH:55]=[C:54]([Cl:56])[CH:53]=[CH:52][C:51]=2[F:57])=[CH:46][CH:45]=1)C.CCN(C(C)C)C(C)C. Product: [NH2:59][C@H:40]([CH2:41][C@H:42]([NH:58][C:9]([C:6]1[O:7][CH:8]=[C:4]([CH:1]([CH3:2])[CH3:3])[N:5]=1)=[O:11])[CH2:43][C:44]1[CH:45]=[CH:46][C:47]([C:50]2[CH:55]=[C:54]([Cl:56])[CH:53]=[CH:52][C:51]=2[F:57])=[CH:48][CH:49]=1)[C:39]([OH:62])=[O:38]. The catalyst class is: 3.